Dataset: NCI-60 drug combinations with 297,098 pairs across 59 cell lines. Task: Regression. Given two drug SMILES strings and cell line genomic features, predict the synergy score measuring deviation from expected non-interaction effect. Drug 1: CC1OCC2C(O1)C(C(C(O2)OC3C4COC(=O)C4C(C5=CC6=C(C=C35)OCO6)C7=CC(=C(C(=C7)OC)O)OC)O)O. Drug 2: CCCS(=O)(=O)NC1=C(C(=C(C=C1)F)C(=O)C2=CNC3=C2C=C(C=N3)C4=CC=C(C=C4)Cl)F. Cell line: OVCAR-5. Synergy scores: CSS=11.0, Synergy_ZIP=0.641, Synergy_Bliss=0.171, Synergy_Loewe=-10.9, Synergy_HSA=-5.09.